This data is from Full USPTO retrosynthesis dataset with 1.9M reactions from patents (1976-2016). The task is: Predict the reactants needed to synthesize the given product. Given the product [CH3:8][N:7]1[C:3]([CH2:2][C:20]#[N:22])=[CH:4][C:5]([C:9]2[CH:14]=[CH:13][C:12]([O:15][C:16]([F:19])([F:18])[F:17])=[CH:11][CH:10]=2)=[N:6]1, predict the reactants needed to synthesize it. The reactants are: Cl[CH2:2][C:3]1[N:7]([CH3:8])[N:6]=[C:5]([C:9]2[CH:14]=[CH:13][C:12]([O:15][C:16]([F:19])([F:18])[F:17])=[CH:11][CH:10]=2)[CH:4]=1.[C:20](#[N:22])C.